From a dataset of Catalyst prediction with 721,799 reactions and 888 catalyst types from USPTO. Predict which catalyst facilitates the given reaction. (1) Reactant: C(O)(=O)C.[Si]([O:12][C@H:13]1[CH2:17][N:16]([CH:18]2[CH2:23][CH2:22][NH:21][CH2:20][CH2:19]2)[C:15](=[O:24])[CH2:14]1)(C(C)(C)C)(C)C.CCN(CC)CC.[S:32]1[C:40]2[C:35](=[N:36][CH:37]=[CH:38][CH:39]=2)[N:34]=[C:33]1[O:41][C:42]1[CH:49]=[CH:48][C:45]([CH:46]=O)=[CH:44][CH:43]=1.C(O[BH-](OC(=O)C)OC(=O)C)(=O)C.[Na+].Cl. Product: [OH:12][C@H:13]1[CH2:17][N:16]([CH:18]2[CH2:19][CH2:20][N:21]([CH2:46][C:45]3[CH:44]=[CH:43][C:42]([O:41][C:33]4[S:32][C:40]5[C:35]([N:34]=4)=[N:36][CH:37]=[CH:38][CH:39]=5)=[CH:49][CH:48]=3)[CH2:22][CH2:23]2)[C:15](=[O:24])[CH2:14]1. The catalyst class is: 279. (2) Reactant: [CH3:1][S:2]([N:5]1[CH2:10][CH:9]=[C:8]([C:11]2[CH:12]=[C:13]3[CH:19]=[C:18]([CH:20]4[CH2:25][CH2:24][NH:23][CH2:22][CH2:21]4)[O:17][C:14]3=[CH:15][N:16]=2)[CH2:7][CH2:6]1)(=[O:4])=[O:3].Cl[C:27]1[S:28][C:29]([C:32]([F:35])([F:34])[F:33])=[N:30][N:31]=1.C([O-])([O-])=O.[K+].[K+].CS(C)=O. Product: [CH:14]([O:17][CH:18]([CH3:20])[CH3:19])([CH3:15])[CH3:13].[CH3:1][S:2]([N:5]1[CH2:6][CH:7]=[C:8]([C:11]2[CH:12]=[C:13]3[CH:19]=[C:18]([CH:20]4[CH2:25][CH2:24][N:23]([C:27]5[S:28][C:29]([C:32]([F:35])([F:34])[F:33])=[N:30][N:31]=5)[CH2:22][CH2:21]4)[O:17][C:14]3=[CH:15][N:16]=2)[CH2:9][CH2:10]1)(=[O:3])=[O:4]. The catalyst class is: 6. (3) Reactant: C[O:2][C:3](=[O:20])[CH:4]([O:6][C:7]1[CH:12]=[CH:11][C:10]([O:13][CH:14]([C:16]([O:18]C)=[O:17])[CH3:15])=[CH:9][CH:8]=1)[CH3:5]. Product: [C:3]([CH:4]([O:6][C:7]1[CH:12]=[CH:11][C:10]([O:13][CH:14]([CH3:15])[C:16]([OH:18])=[O:17])=[CH:9][CH:8]=1)[CH3:5])([OH:20])=[O:2]. The catalyst class is: 33. (4) Reactant: [N:1]([CH2:4][CH2:5][O:6][CH2:7][CH2:8][O:9][CH2:10][CH2:11][O:12][CH2:13][CH2:14][NH2:15])=[N+:2]=[N-:3].[CH3:16][C:17]([O:20][C:21](O[C:21]([O:20][C:17]([CH3:19])([CH3:18])[CH3:16])=[O:22])=[O:22])([CH3:19])[CH3:18]. Product: [N:1]([CH2:4][CH2:5][O:6][CH2:7][CH2:8][O:9][CH2:10][CH2:11][O:12][CH2:13][CH2:14][NH:15][C:21](=[O:22])[O:20][C:17]([CH3:19])([CH3:18])[CH3:16])=[N+:2]=[N-:3]. The catalyst class is: 8. (5) Reactant: [CH3:1][O:2][C:3](=[O:24])[C:4]1[C:9]([OH:10])=[CH:8][CH:7]=[CH:6][C:5]=1[O:11][CH2:12][CH2:13][CH2:14][CH2:15][NH:16][C:17]([O:19][C:20]([CH3:23])([CH3:22])[CH3:21])=[O:18].[CH2:25](Br)[C:26]1[CH:31]=[CH:30][CH:29]=[CH:28][CH:27]=1.C([O-])([O-])=O.[K+].[K+].O. Product: [CH3:1][O:2][C:3](=[O:24])[C:4]1[C:5]([O:11][CH2:12][CH2:13][CH2:14][CH2:15][NH:16][C:17]([O:19][C:20]([CH3:21])([CH3:23])[CH3:22])=[O:18])=[CH:6][CH:7]=[CH:8][C:9]=1[O:10][CH2:25][C:26]1[CH:31]=[CH:30][CH:29]=[CH:28][CH:27]=1. The catalyst class is: 3.